This data is from Catalyst prediction with 721,799 reactions and 888 catalyst types from USPTO. The task is: Predict which catalyst facilitates the given reaction. Reactant: [Cl:1][C:2]1[CH:3]=[C:4]([CH:6]=[CH:7][C:8]=1[S:9]([CH3:12])(=[O:11])=[O:10])[NH2:5].[N:13]([O-])=O.[Na+].O.O.[Sn](Cl)Cl.[OH-].[Na+]. Product: [ClH:1].[Cl:1][C:2]1[CH:3]=[C:4]([NH:5][NH2:13])[CH:6]=[CH:7][C:8]=1[S:9]([CH3:12])(=[O:11])=[O:10]. The catalyst class is: 126.